Dataset: Full USPTO retrosynthesis dataset with 1.9M reactions from patents (1976-2016). Task: Predict the reactants needed to synthesize the given product. (1) Given the product [C:1]([N:4]1[CH2:5][CH2:6][CH:7]([C:10]([N:12]([CH2:21][CH2:22][CH2:23][N:24]2[CH2:25][CH2:26][CH:27]([CH2:30][C:31]3[CH:40]=[CH:39][C:34]([C:35]([OH:37])=[O:36])=[CH:33][CH:32]=3)[CH2:28][CH2:29]2)[C:13]2[CH:18]=[CH:17][C:16]([Cl:19])=[C:15]([Cl:20])[CH:14]=2)=[O:11])[CH2:8][CH2:9]1)(=[O:3])[CH3:2], predict the reactants needed to synthesize it. The reactants are: [C:1]([N:4]1[CH2:9][CH2:8][CH:7]([C:10]([N:12]([CH2:21][CH2:22][CH2:23][N:24]2[CH2:29][CH2:28][CH:27]([CH2:30][C:31]3[CH:40]=[CH:39][C:34]([C:35]([O:37]C)=[O:36])=[CH:33][CH:32]=3)[CH2:26][CH2:25]2)[C:13]2[CH:18]=[CH:17][C:16]([Cl:19])=[C:15]([Cl:20])[CH:14]=2)=[O:11])[CH2:6][CH2:5]1)(=[O:3])[CH3:2].[OH-].[Na+].Cl.ClCCl.CO. (2) Given the product [S:17]1[CH:18]=[C:14]([CH2:13][N:9]2[C:10]3[C:6](=[CH:5][C:4]([NH2:1])=[CH:12][CH:11]=3)[CH:7]=[CH:8]2)[N:15]=[CH:16]1, predict the reactants needed to synthesize it. The reactants are: [N+:1]([C:4]1[CH:5]=[C:6]2[C:10](=[CH:11][CH:12]=1)[N:9]([CH2:13][C:14]1[N:15]=[CH:16][S:17][CH:18]=1)[CH:8]=[CH:7]2)([O-])=O.CO. (3) Given the product [CH2:25]([O:1][C:2]1[CH:3]=[CH:4][C:5]([C:8](=[O:18])[CH2:9][C:10]2[CH:15]=[CH:14][C:13]([O:16][CH3:17])=[CH:12][CH:11]=2)=[CH:6][CH:7]=1)[C:26]1[CH:31]=[CH:30][CH:29]=[CH:28][CH:27]=1, predict the reactants needed to synthesize it. The reactants are: [OH:1][C:2]1[CH:7]=[CH:6][C:5]([C:8](=[O:18])[CH2:9][C:10]2[CH:15]=[CH:14][C:13]([O:16][CH3:17])=[CH:12][CH:11]=2)=[CH:4][CH:3]=1.C(=O)([O-])[O-].[K+].[K+].[CH2:25](Cl)[C:26]1[CH:31]=[CH:30][CH:29]=[CH:28][CH:27]=1. (4) Given the product [F:24][C:25]1[C:30]([C:2]2[CH:3]=[N:4][N:5]3[CH:10]=[CH:9][C:8]([N:11]4[CH2:16][CH2:15][N:14]([C:17]([O:19][CH:20]([CH3:22])[CH3:21])=[O:18])[CH2:13][CH2:12]4)=[N:7][C:6]=23)=[CH:29][CH:28]=[CH:27][N:26]=1, predict the reactants needed to synthesize it. The reactants are: Br[C:2]1[CH:3]=[N:4][N:5]2[CH:10]=[CH:9][C:8]([N:11]3[CH2:16][CH2:15][N:14]([C:17]([O:19][CH:20]([CH3:22])[CH3:21])=[O:18])[CH2:13][CH2:12]3)=[N:7][C:6]=12.O.[F:24][C:25]1[C:30](B(O)O)=[CH:29][CH:28]=[CH:27][N:26]=1.C(=O)([O-])[O-].[K+].[K+].CC(C1C=C(C(C)C)C(C2C=CC=CC=2P(C2CCCCC2)C2CCCCC2)=C(C(C)C)C=1)C. (5) The reactants are: [CH3:1][O-:2].[Na+].[N+:4]([C:7]1[CH:17]=[CH:16][C:10]2[N:11]=[C:12]([C:14]#N)[S:13][C:9]=2[CH:8]=1)([O-:6])=[O:5].C[OH:19]. Given the product [N+:4]([C:7]1[CH:17]=[CH:16][C:10]2[N:11]=[C:12]([C:14]([O:2][CH3:1])=[O:19])[S:13][C:9]=2[CH:8]=1)([O-:6])=[O:5], predict the reactants needed to synthesize it. (6) Given the product [O:8]=[CH:6][C@@H:5]([C@H:4]([C@@H:3]([C@@H:2]([CH2:1][OH:66])[OH:7])[OH:49])[OH:65])[OH:64], predict the reactants needed to synthesize it. The reactants are: [CH2:1]([OH:66])[C@H:2]1[O:7][C@@H:6]2[O:8][C@H]3[C@H](O)[C@@H](O)[C@@H]([O:49][C@H:3]4[C@H:4]([OH:65])[C@@H:5]([OH:64])[C@@H:6]([O:8][C@H]5[C@H](O)[C@@H](O)[C@@H]([O:49][C@H:3]6[C@H:4]([OH:65])[C@@H:5]([OH:64])[C@@H:6]([O:8][C@H]7[C@H](O)[C@@H](O)[C@@H]([O:49][C@H:3]1[C@H:4]([OH:65])[C@H:5]2[OH:64])O[C@@H]7CO)[O:7][C@@H:2]6[CH2:1][OH:66])O[C@@H]5CO)[O:7][C@@H:2]4[CH2:1][OH:66])O[C@@H]3CO.C(O)[C@H]1O[C@@H]2O[C@H]3[C@H](O)[C@@H](O)[C@@H](O[C@H]4[C@H](O)[C@@H](O)[C@@H](O[C@H]5[C@H](O)[C@@H](O)[C@@H](O[C@H]6[C@H](O)[C@@H](O)[C@@H](O[C@H]7[C@H](O)[C@@H](O)[C@@H](O[C@H]8[C@H](O)[C@@H](O)[C@@H](O[C@H]1[C@H](O)[C@H]2O)O[C@@H]8CO)O[C@@H]7CO)O[C@@H]6CO)O[C@@H]5CO)O[C@@H]4CO)O[C@@H]3CO.C(O)[C@H]1O[C@@H]2O[C@H]3[C@H](O)[C@@H](O)[C@@H](O[C@H]4[C@H](O)[C@@H](O)[C@@H](O[C@H]5[C@H](O)[C@@H](O)C(OC6[C@H](O)[C@@H](O)C(C7[C@H](O)[C@@H](O)C(O[C@H]8[C@H](O)[C@@H](O)[C@@H](O[C@H]9[C@H](O)[C@@H](O)[C@@H](O[C@H]1[C@H](O)[C@H]2O)O[C@@H]9CO)O[C@@H]8CO)O[C@@H]7CO)O[C@@H]6CO)O[C@@H]5CO)O[C@@H]4CO)O[C@@H]3CO.[OH-].[Na+].[Na+].ClCC([O-])=O. (7) Given the product [CH3:21][S:20][C:16]1[N:15]=[C:14]([C:13]2[C:5]([CH:4]=[O:3])=[N:6][N:7]3[CH:12]=[CH:11][CH:10]=[CH:9][C:8]=23)[CH:19]=[CH:18][N:17]=1, predict the reactants needed to synthesize it. The reactants are: C([O:3][CH:4](OCC)[C:5]1[C:13]([C:14]2[CH:19]=[CH:18][N:17]=[C:16]([S:20][CH3:21])[N:15]=2)=[C:8]2[CH:9]=[CH:10][CH:11]=[CH:12][N:7]2[N:6]=1)C.Cl.